Dataset: TCR-epitope binding with 47,182 pairs between 192 epitopes and 23,139 TCRs. Task: Binary Classification. Given a T-cell receptor sequence (or CDR3 region) and an epitope sequence, predict whether binding occurs between them. (1) The epitope is RQLLFVVEV. The TCR CDR3 sequence is CASSSRLDPLGTDTQYF. Result: 1 (the TCR binds to the epitope). (2) The epitope is IVTDFSVIK. The TCR CDR3 sequence is CSVGAALPQHF. Result: 0 (the TCR does not bind to the epitope).